This data is from NCI-60 drug combinations with 297,098 pairs across 59 cell lines. The task is: Regression. Given two drug SMILES strings and cell line genomic features, predict the synergy score measuring deviation from expected non-interaction effect. (1) Drug 1: CCCCC(=O)OCC(=O)C1(CC(C2=C(C1)C(=C3C(=C2O)C(=O)C4=C(C3=O)C=CC=C4OC)O)OC5CC(C(C(O5)C)O)NC(=O)C(F)(F)F)O. Drug 2: CC(C)CN1C=NC2=C1C3=CC=CC=C3N=C2N. Cell line: OVCAR3. Synergy scores: CSS=20.3, Synergy_ZIP=-9.28, Synergy_Bliss=-3.21, Synergy_Loewe=-7.04, Synergy_HSA=-6.79. (2) Drug 2: CCC1=C2CN3C(=CC4=C(C3=O)COC(=O)C4(CC)O)C2=NC5=C1C=C(C=C5)O. Cell line: HL-60(TB). Synergy scores: CSS=59.3, Synergy_ZIP=12.3, Synergy_Bliss=11.7, Synergy_Loewe=-4.17, Synergy_HSA=12.4. Drug 1: C1CC(C1)(C(=O)O)C(=O)O.[NH2-].[NH2-].[Pt+2]. (3) Synergy scores: CSS=5.15, Synergy_ZIP=-0.135, Synergy_Bliss=2.74, Synergy_Loewe=4.91, Synergy_HSA=3.40. Drug 1: C1=NC2=C(N=C(N=C2N1C3C(C(C(O3)CO)O)F)Cl)N. Drug 2: C1C(C(OC1N2C=NC3=C2NC=NCC3O)CO)O. Cell line: OVCAR-5.